Dataset: Full USPTO retrosynthesis dataset with 1.9M reactions from patents (1976-2016). Task: Predict the reactants needed to synthesize the given product. Given the product [Cl:27][C:28]1[CH:33]=[CH:32][CH:31]=[C:30]([Cl:34])[C:29]=1[S:35]([NH:17][CH2:16][CH2:15][CH2:14][N:12]1[CH2:11][CH2:10][CH2:9][O:8][CH:7]([CH2:6][C:5]2[CH:4]=[CH:3][C:2]([F:1])=[CH:19][CH:18]=2)[CH2:13]1)(=[O:37])=[O:36], predict the reactants needed to synthesize it. The reactants are: [F:1][C:2]1[CH:19]=[CH:18][C:5]([CH2:6][CH:7]2[CH2:13][N:12]([CH2:14][CH2:15][CH2:16][NH2:17])[CH2:11][CH2:10][CH2:9][O:8]2)=[CH:4][CH:3]=1.C(N(CC)CC)C.[Cl:27][C:28]1[CH:33]=[CH:32][CH:31]=[C:30]([Cl:34])[C:29]=1[S:35](Cl)(=[O:37])=[O:36].